The task is: Regression/Classification. Given a drug SMILES string, predict its toxicity properties. Task type varies by dataset: regression for continuous values (e.g., LD50, hERG inhibition percentage) or binary classification for toxic/non-toxic outcomes (e.g., AMES mutagenicity, cardiotoxicity, hepatotoxicity). Dataset: ames.. This data is from Ames mutagenicity test results for genotoxicity prediction. The molecule is O=C1CCC(=O)N1c1ccc(Cl)c(Cl)c1Cl. The result is 0 (non-mutagenic).